This data is from Full USPTO retrosynthesis dataset with 1.9M reactions from patents (1976-2016). The task is: Predict the reactants needed to synthesize the given product. (1) Given the product [CH2:1]([N:8]1[CH2:13][CH2:12][N:11]([C:19]2[O:20][C:21]3[C:22](=[C:24]([C:28]([O:30][CH3:31])=[O:29])[CH:25]=[CH:26][CH:27]=3)[N:23]=2)[C@@H:10]([CH2:14][CH3:15])[CH2:9]1)[C:2]1[CH:3]=[CH:4][CH:5]=[CH:6][CH:7]=1, predict the reactants needed to synthesize it. The reactants are: [CH2:1]([N:8]1[CH2:13][CH2:12][NH:11][C@@H:10]([CH2:14][CH3:15])[CH2:9]1)[C:2]1[CH:7]=[CH:6][CH:5]=[CH:4][CH:3]=1.[H-].[Na+].Cl[C:19]1[O:20][C:21]2[C:22](=[C:24]([C:28]([O:30][CH3:31])=[O:29])[CH:25]=[CH:26][CH:27]=2)[N:23]=1. (2) Given the product [Cl:24][C:19]1[CH:20]=[CH:21][CH:22]=[CH:23][C:18]=1[C:5]1[N:6]([C:11]2[CH:12]=[CH:13][C:14]([Cl:17])=[CH:15][CH:16]=2)[C:7]2[C:3]([N:4]=1)=[C:2]([NH:25][CH:26]1[CH2:27][CH2:28][N:29]([C:32]([O:34][C:35]([CH3:38])([CH3:37])[CH3:36])=[O:33])[CH2:30][CH2:31]1)[N:10]=[CH:9][N:8]=2, predict the reactants needed to synthesize it. The reactants are: Cl[C:2]1[N:10]=[CH:9][N:8]=[C:7]2[C:3]=1[N:4]=[C:5]([C:18]1[CH:23]=[CH:22][CH:21]=[CH:20][C:19]=1[Cl:24])[N:6]2[C:11]1[CH:16]=[CH:15][C:14]([Cl:17])=[CH:13][CH:12]=1.[NH2:25][CH:26]1[CH2:31][CH2:30][N:29]([C:32]([O:34][C:35]([CH3:38])([CH3:37])[CH3:36])=[O:33])[CH2:28][CH2:27]1.C(N(CC)CC)C. (3) Given the product [CH3:8][C:7]1[C:2]([N:1]2[C:12](=[O:13])[C:11]3[C:10](=[CH:18][CH:17]=[CH:16][CH:15]=3)[C:9]2=[O:14])=[N:3][CH:4]=[CH:5][CH:6]=1, predict the reactants needed to synthesize it. The reactants are: [NH2:1][C:2]1[C:7]([CH3:8])=[CH:6][CH:5]=[CH:4][N:3]=1.[C:9]1(=O)[O:14][C:12](=[O:13])[C:11]2=[CH:15][CH:16]=[CH:17][CH:18]=[C:10]12. (4) Given the product [CH3:12][C:6]1[N:7]=[C:8]([NH:10][CH3:11])[S:9][C:5]=1[C:3](=[O:4])[CH2:2][C:13]#[N:14], predict the reactants needed to synthesize it. The reactants are: Br[CH2:2][C:3]([C:5]1[S:9][C:8]([NH:10][CH3:11])=[N:7][C:6]=1[CH3:12])=[O:4].[C-:13]#[N:14].[Na+]. (5) Given the product [CH2:11]([C:1]1[CH:6]=[CH:5][CH:4]=[CH:3][C:2]=1[CH2:2][CH:1]([CH3:11])[CH3:6])[CH:4]([CH3:5])[CH3:3], predict the reactants needed to synthesize it. The reactants are: [C:1]1([CH3:11])[CH:6]=[CH:5][C:4](S(O)(=O)=O)=[CH:3][CH:2]=1. (6) Given the product [Cl:1][C:2]1[N:7]=[CH:6][C:5]([C:8]2[CH:9]=[C:10]([CH3:32])[C:11]3[O:17][CH2:16][CH2:15][N:14]([C:18]4[C:23]([CH:24]([CH3:26])[CH3:25])=[C:22]([CH3:27])[N:21]=[C:20]([C:28]([NH2:45])=[O:29])[N:19]=4)[CH2:13][C:12]=3[CH:31]=2)=[CH:4][C:3]=1[NH:33][S:34]([CH3:37])(=[O:35])=[O:36], predict the reactants needed to synthesize it. The reactants are: [Cl:1][C:2]1[N:7]=[CH:6][C:5]([C:8]2[CH:9]=[C:10]([CH3:32])[C:11]3[O:17][CH2:16][CH2:15][N:14]([C:18]4[N:19]=[C:20]([C:28](O)=[O:29])[NH:21][C:22](=[CH2:27])[C:23]=4[CH:24]([CH3:26])[CH3:25])[CH2:13][C:12]=3[CH:31]=2)=[CH:4][C:3]=1[NH:33][S:34]([CH3:37])(=[O:36])=[O:35].F[P-](F)(F)(F)(F)F.[N:45]1(OC(N(C)C)=[N+](C)C)C2N=CC=CC=2N=N1.N.